This data is from Full USPTO retrosynthesis dataset with 1.9M reactions from patents (1976-2016). The task is: Predict the reactants needed to synthesize the given product. (1) Given the product [F:25][C:2]([F:1])([F:24])[C:3]1[CH:4]=[CH:5][C:6]([C:9]2[C:13]3[CH:14]=[CH:15][C:16]([C:18]#[C:19][CH2:20][CH2:21][CH2:22][O:23][S:27]([CH3:26])(=[O:29])=[O:28])=[CH:17][C:12]=3[S:11][N:10]=2)=[CH:7][CH:8]=1, predict the reactants needed to synthesize it. The reactants are: [F:1][C:2]([F:25])([F:24])[C:3]1[CH:8]=[CH:7][C:6]([C:9]2[C:13]3[CH:14]=[CH:15][C:16]([C:18]#[C:19][CH2:20][CH2:21][CH2:22][OH:23])=[CH:17][C:12]=3[S:11][N:10]=2)=[CH:5][CH:4]=1.[CH3:26][S:27](Cl)(=[O:29])=[O:28]. (2) Given the product [CH3:8][S:9]([O:13][CH2:14][C:15]1[S:19][N:18]=[N:17][C:16]=1[CH3:20])(=[O:11])=[O:10], predict the reactants needed to synthesize it. The reactants are: C(N(CC)CC)C.[CH3:8][S:9](Cl)(=[O:11])=[O:10].[OH:13][CH2:14][C:15]1[S:19][N:18]=[N:17][C:16]=1[CH3:20].O.ClCCl. (3) Given the product [Br:9][C:10]1[CH:11]=[N:12][CH:13]=[C:14]([Cl:16])[C:15]=1[CH:17]=[O:18], predict the reactants needed to synthesize it. The reactants are: [Li+].CC([N-]C(C)C)C.[Br:9][C:10]1[CH:11]=[N:12][CH:13]=[C:14]([Cl:16])[CH:15]=1.[CH:17](OCC)=[O:18].C([O-])(O)=O.[Na+]. (4) Given the product [C:12]([O:16][C:17](=[O:18])[NH:19][C:20]1([C:23](=[O:24])[NH:10][CH:9]2[CH2:8][S:7][C:6]3[CH:11]=[C:2]([Br:1])[CH:3]=[CH:4][C:5]2=3)[CH2:21][CH2:22]1)([CH3:15])([CH3:13])[CH3:14], predict the reactants needed to synthesize it. The reactants are: [Br:1][C:2]1[CH:3]=[CH:4][C:5]2[CH:9]([NH2:10])[CH2:8][S:7][C:6]=2[CH:11]=1.[C:12]([O:16][C:17]([NH:19][C:20]1([C:23](O)=[O:24])[CH2:22][CH2:21]1)=[O:18])([CH3:15])([CH3:14])[CH3:13]. (5) Given the product [CH3:1][N:2]1[CH:6]=[CH:5][N:4]=[C:3]1[CH2:7][O:8][C:9]1[CH:14]=[CH:13][CH:12]=[CH:11][C:10]=1[NH2:15], predict the reactants needed to synthesize it. The reactants are: [CH3:1][N:2]1[CH:6]=[CH:5][N:4]=[C:3]1[CH2:7][O:8][C:9]1[CH:14]=[CH:13][CH:12]=[CH:11][C:10]=1[N+:15]([O-])=O. (6) Given the product [CH3:1][O:2][C:3]1[CH:4]=[CH:5][C:6]([CH2:7][N:8]2[C:12]3[N:13]=[CH:14][C:15]4[CH2:16][CH:17]([NH2:21])[CH2:18][CH2:19][C:20]=4[C:11]=3[CH:10]=[N:9]2)=[CH:29][CH:30]=1, predict the reactants needed to synthesize it. The reactants are: [CH3:1][O:2][C:3]1[CH:30]=[CH:29][C:6]([CH2:7][N:8]2[C:12]3[N:13]=[CH:14][C:15]4[CH2:16][CH:17]([NH:21]C(=O)OC(C)(C)C)[CH2:18][CH2:19][C:20]=4[C:11]=3[CH:10]=[N:9]2)=[CH:5][CH:4]=1.FC(F)(F)C(O)=O.